Dataset: Reaction yield outcomes from USPTO patents with 853,638 reactions. Task: Predict the reaction yield, written as a fraction of the theoretical maximum amount of product (1.0 means a 100% yield; for example, 0.34 means a 34% yield). The reactants are [N:1]1[N:2]([C:6]2[CH:11]=[CH:10][C:9]([CH:12]([O:16][CH3:17])[C:13]([OH:15])=O)=[CH:8][CH:7]=2)[N:3]=[CH:4][CH:5]=1.CN1CCOCC1.C(OC(Cl)=O)C(C)C.Cl.[CH3:34][NH:35][O:36][CH3:37].C([O-])(O)=O.[Na+]. The catalyst is C(Cl)Cl. The product is [N:3]1[N:2]([C:6]2[CH:7]=[CH:8][C:9]([CH:12]([O:16][CH3:17])[C:13]([N:35]([O:36][CH3:37])[CH3:34])=[O:15])=[CH:10][CH:11]=2)[N:1]=[CH:5][CH:4]=1. The yield is 0.440.